Dataset: Forward reaction prediction with 1.9M reactions from USPTO patents (1976-2016). Task: Predict the product of the given reaction. (1) Given the reactants I[C:2]1[CH:7]=[CH:6][C:5]([N+:8]([O-:10])=[O:9])=[CH:4][CH:3]=1.C(N(CC)CC)C.[C:18]([O:22][CH3:23])(=[O:21])[C:19]#[CH:20], predict the reaction product. The product is: [CH3:23][O:22][C:18](=[O:21])[C:19]#[C:20][C:2]1[CH:7]=[CH:6][C:5]([N+:8]([O-:10])=[O:9])=[CH:4][CH:3]=1. (2) Given the reactants Cl[C:2]1[CH:11]=[CH:10][C:5]([C:6]([O:8][CH3:9])=[O:7])=[C:4]([C:12]2[CH:13]=[N:14][CH:15]=[CH:16][CH:17]=2)[CH:3]=1.[F-].[Cs+].[CH:20]1(P([CH:20]2[CH2:25][CH2:24][CH2:23][CH2:22][CH2:21]2)C2C=CC=CC=2C2C=CC=CC=2N(C)C)[CH2:25][CH2:24][CH2:23][CH2:22][CH2:21]1, predict the reaction product. The product is: [N:14]1[CH:15]=[CH:16][CH:17]=[C:12]([C:4]2[CH:3]=[C:2]([C:20]3[CH:25]=[CH:24][CH:23]=[CH:22][CH:21]=3)[CH:11]=[CH:10][C:5]=2[C:6]([O:8][CH3:9])=[O:7])[CH:13]=1. (3) Given the reactants Cl.[NH2:2][CH2:3][CH2:4][C:5]([O:7][CH2:8][CH3:9])=[O:6].[C:10]([O:14][C:15]([NH:17][CH2:18][C:19](O)=[O:20])=[O:16])([CH3:13])([CH3:12])[CH3:11].O.ON1C2C=CC=CC=2N=N1.Cl.C(N=C=NCCCN(C)C)C, predict the reaction product. The product is: [C:10]([O:14][C:15]([NH:17][CH2:18][C:19]([NH:2][CH2:3][CH2:4][C:5]([O:7][CH2:8][CH3:9])=[O:6])=[O:20])=[O:16])([CH3:13])([CH3:12])[CH3:11].